The task is: Binary Classification. Given a drug SMILES string, predict its activity (active/inactive) in a high-throughput screening assay against a specified biological target.. This data is from Orexin1 receptor HTS with 218,158 compounds and 233 confirmed actives. (1) The drug is O1C(Cc2c(C1)c(nc1n[nH]c(N)c21)c1occc1)(C)C. The result is 0 (inactive). (2) The compound is Clc1cc(NC(=S)Nc2cc(Cl)c(F)cc2)ccc1F. The result is 0 (inactive). (3) The compound is O=C(N1CCN(CC1)c1ccc([N+]([O-])=O)cc1)c1cc2nc3n(CCCCC3)c(=O)c2cc1. The result is 0 (inactive). (4) The compound is Fc1c(N2CCN(CC2)C(=O)Cc2ccccc2)cccc1. The result is 0 (inactive). (5) The compound is O(c1cc(ccc1O)/C=C\C)C. The result is 0 (inactive). (6) The drug is Clc1cc(C2=NN(C(C2c2ccccc2)CO)c2ccccc2)ccc1. The result is 0 (inactive). (7) The compound is Clc1n2c(nnc2ccc1)C(C)(C)C. The result is 0 (inactive). (8) The molecule is Brc1cc2[nH]c(c(c2cc1O)C(OCC)=O)C. The result is 0 (inactive). (9) The drug is S(=O)(=O)(NC1CCCCC1)c1ccc(cc1)C(=O)Nc1sc(nn1)CC. The result is 0 (inactive).